Dataset: Catalyst prediction with 721,799 reactions and 888 catalyst types from USPTO. Task: Predict which catalyst facilitates the given reaction. (1) Reactant: [Cl:1][C:2]1[CH:3]=[C:4]([N:9]2[CH2:14][CH2:13][S:12][C:11](=[CH:15][C:16]3[CH:21]=[CH:20][CH:19]=[CH:18][C:17]=3[N:22]3[CH2:27][CH2:26][N:25](C)[CH2:24][CH2:23]3)[C:10]2=[O:29])[CH:5]=[CH:6][C:7]=1[Cl:8]. Product: [Cl:1][C:2]1[CH:3]=[C:4]([N:9]2[CH2:14][CH2:13][S:12][C:11](=[CH:15][C:16]3[CH:21]=[CH:20][CH:19]=[CH:18][C:17]=3[N:22]3[CH2:27][CH2:26][NH:25][CH2:24][CH2:23]3)[C:10]2=[O:29])[CH:5]=[CH:6][C:7]=1[Cl:8]. The catalyst class is: 26. (2) Product: [Cl:8][C:9]1[N:10]=[N:11][C:12]([N:15]2[CH2:16][CH2:17][N:18]([C:25]([C:24]3[CH:28]=[CH:29][CH:30]=[CH:31][C:23]=3[C:22]([F:21])([F:32])[F:33])=[O:26])[CH2:19][CH2:20]2)=[CH:13][CH:14]=1. The catalyst class is: 4. Reactant: C(N(CC)CC)C.[Cl:8][C:9]1[N:10]=[N:11][C:12]([N:15]2[CH2:20][CH2:19][NH:18][CH2:17][CH2:16]2)=[CH:13][CH:14]=1.[F:21][C:22]([F:33])([F:32])[C:23]1[CH:31]=[CH:30][CH:29]=[CH:28][C:24]=1[C:25](Cl)=[O:26]. (3) Reactant: CON(C)[C:4](=[O:18])[C@@H:5]([NH:7][C:8](=[O:17])[O:9][CH2:10][C:11]1[CH:16]=[CH:15][CH:14]=[CH:13][CH:12]=1)[CH3:6].C([Mg]Cl)(C)C.[F:25][C:26]1[CH:27]=[C:28]([Mg]Br)[CH:29]=[C:30]([F:32])[CH:31]=1.[NH4+].[Cl-]. Product: [F:25][C:26]1[CH:27]=[C:28]([C:4](=[O:18])[C@@H:5]([NH:7][C:8](=[O:17])[O:9][CH2:10][C:11]2[CH:12]=[CH:13][CH:14]=[CH:15][CH:16]=2)[CH3:6])[CH:29]=[C:30]([F:32])[CH:31]=1. The catalyst class is: 116. (4) Reactant: [Zn:1].[Br:2]CCBr.Cl[Si](C)(C)C.Br[CH2:12][C:13]1[CH:18]=[CH:17][C:16]([C:19]([F:22])([F:21])[F:20])=[C:15]([F:23])[CH:14]=1. Product: [Br-:2].[F:23][C:15]1[CH:14]=[C:13]([CH:18]=[CH:17][C:16]=1[C:19]([F:22])([F:21])[F:20])[CH2:12][Zn+:1]. The catalyst class is: 7. (5) Reactant: [OH:1][C:2]1[CH:7]=[CH:6][C:5]([N:8]([CH2:30][C:31]2[CH:35]=[CH:34][S:33][CH:32]=2)[CH:9]2[CH2:14][CH2:13][N:12]([C@H:15]([CH3:29])[CH2:16][CH2:17][NH:18][C:19]([C:21]3[C:22]([CH3:28])=[N:23][CH:24]=[N:25][C:26]=3[CH3:27])=[O:20])[CH2:11][CH2:10]2)=[CH:4][CH:3]=1.Br[CH2:37][C:38]([O:40][CH3:41])=[O:39].C([O-])([O-])=O.[K+].[K+]. Product: [CH3:41][O:40][C:38](=[O:39])[CH2:37][O:1][C:2]1[CH:3]=[CH:4][C:5]([N:8]([CH:9]2[CH2:10][CH2:11][N:12]([C@H:15]([CH3:29])[CH2:16][CH2:17][NH:18][C:19]([C:21]3[C:26]([CH3:27])=[N:25][CH:24]=[N:23][C:22]=3[CH3:28])=[O:20])[CH2:13][CH2:14]2)[CH2:30][C:31]2[CH:35]=[CH:34][S:33][CH:32]=2)=[CH:6][CH:7]=1. The catalyst class is: 3. (6) Reactant: [CH2:1]([N:3]([CH2:21][CH3:22])[C:4]1[CH:9]=[CH:8][C:7](/[N:10]=[N:11]/[C:12]2[CH:17]=[CH:16][C:15]([N+:18]([O-])=O)=[CH:14][CH:13]=2)=[CH:6][CH:5]=1)[CH3:2]. Product: [NH2:18][C:15]1[CH:14]=[CH:13][C:12](/[N:11]=[N:10]/[C:7]2[CH:8]=[CH:9][C:4]([N:3]([CH2:21][CH3:22])[CH2:1][CH3:2])=[CH:5][CH:6]=2)=[CH:17][CH:16]=1. The catalyst class is: 24. (7) Reactant: [Si]([O:18][C:19]1[CH:48]=[CH:47][C:22]([O:23][CH2:24][C@@H:25]([OH:46])[CH2:26][NH:27][CH2:28][CH2:29][C:30]2[CH:35]=[CH:34][C:33]([NH:36][C:37]3[C:42]([N+:43]([O-])=O)=[CH:41][CH:40]=[CH:39][N:38]=3)=[CH:32][CH:31]=2)=[CH:21][CH:20]=1)(C(C)(C)C)(C1C=CC=CC=1)C1C=CC=CC=1.[H][H].[F-].C([NH3+])(C)(C)C. Product: [NH2:43][C:42]1[C:37]([NH:36][C:33]2[CH:34]=[CH:35][C:30]([CH2:29][CH2:28][NH:27][CH2:26][C@@H:25]([OH:46])[CH2:24][O:23][C:22]3[CH:21]=[CH:20][C:19]([OH:18])=[CH:48][CH:47]=3)=[CH:31][CH:32]=2)=[N:38][CH:39]=[CH:40][CH:41]=1. The catalyst class is: 29. (8) Reactant: [C:1]([O:7][CH3:8])(=[O:6])[CH2:2][C:3]([O-])=O.[K+].[C:10]([C:13]1[CH:20]=[CH:19][C:16](C=O)=[CH:15][CH:14]=1)([OH:12])=[O:11].N1CCCCC1.C(=O)=O.Cl. Product: [CH3:8][O:7][C:1]([CH:2]=[CH:3][C:16]1[CH:19]=[CH:20][C:13]([C:10]([OH:12])=[O:11])=[CH:14][CH:15]=1)=[O:6]. The catalyst class is: 17.